Dataset: Retrosynthesis with 50K atom-mapped reactions and 10 reaction types from USPTO. Task: Predict the reactants needed to synthesize the given product. (1) Given the product CCCN1c2ccc3nc(OC(C)C)cc(C(F)(F)F)c3c2OC[C@H]1C, predict the reactants needed to synthesize it. The reactants are: CC(C)Oc1cc(C(F)(F)F)c2c3c(ccc2n1)N[C@H](C)CO3.CCC=O. (2) Given the product O=C(O)CCc1ccc(OCc2cccc(-c3ccccc3C(=O)O)c2)cc1, predict the reactants needed to synthesize it. The reactants are: CC(C)(C)OC(=O)CCc1ccc(OCc2cccc(-c3ccccc3C(=O)O)c2)cc1. (3) Given the product CC(C)Oc1ncc(-c2nc(-c3cccc(CCC(=O)O)c3Cl)no2)cc1Cl, predict the reactants needed to synthesize it. The reactants are: CCOC(=O)CCc1cccc(-c2noc(-c3cnc(OC(C)C)c(Cl)c3)n2)c1Cl. (4) Given the product CCC(C)(NC(=O)c1cc(Cl)c2ccccc2c1OCC1CCN(C(=O)OC(C)(C)C)CC1)C(=O)O, predict the reactants needed to synthesize it. The reactants are: CCOC(=O)C(C)(CC)NC(=O)c1cc(Cl)c2ccccc2c1OCC1CCN(C(=O)OC(C)(C)C)CC1. (5) Given the product O=C(OC(=O)c1ccccc1)c1ccccc1, predict the reactants needed to synthesize it. The reactants are: O=C(Cl)c1ccccc1.O=C([O-])c1ccccc1. (6) The reactants are: CC(C)(C)c1ccc(C(=O)Cl)cc1.NCc1ccc2c(c1)C(=O)N(C1CCC(=O)NC1=O)C2=O. Given the product CC(C)(C)c1ccc(C(=O)NCc2ccc3c(c2)C(=O)N(C2CCC(=O)NC2=O)C3=O)cc1, predict the reactants needed to synthesize it. (7) Given the product CC(C)(C)OC(=O)N[C@H]1CC[C@H](CCN2CCN(c3nccc4sccc34)CC2)CC1, predict the reactants needed to synthesize it. The reactants are: CC(C)(C)OC(=O)N[C@H]1CC[C@H](CC=O)CC1.c1cc2sccc2c(N2CCNCC2)n1.